Predict the product of the given reaction. From a dataset of Forward reaction prediction with 1.9M reactions from USPTO patents (1976-2016). (1) Given the reactants [CH3:1][O:2][C:3]1[C:8]([O:9][CH3:10])=[CH:7][C:6]([NH:11][C:12](=[O:25])/[CH:13]=[CH:14]/[C:15]2[CH:24]=[CH:23][C:22]3[C:17](=[CH:18][CH:19]=[CH:20][CH:21]=3)[CH:16]=2)=[C:5]([C:26]([O:28]C)=[O:27])[CH:4]=1.[OH-].[Na+], predict the reaction product. The product is: [C:26]([C:5]1[CH:4]=[C:3]([O:2][CH3:1])[C:8]([O:9][CH3:10])=[CH:7][C:6]=1[NH:11][C:12](=[O:25])/[CH:13]=[CH:14]/[C:15]1[CH:24]=[CH:23][C:22]2[C:17](=[CH:18][CH:19]=[CH:20][CH:21]=2)[CH:16]=1)([OH:28])=[O:27]. (2) Given the reactants [Br:1][C:2]1[CH:7]=[CH:6][C:5]([Cl:8])=[CH:4][C:3]=1[C:9]1[CH:14]=[CH:13][N:12]([CH:15]([CH2:29][C:30]2[CH:31]=[N:32][CH:33]=[CH:34][CH:35]=2)[C:16]([NH:18][C:19]2[CH:28]=[CH:27][C:22]([C:23]([O:25]C)=[O:24])=[CH:21][CH:20]=2)=[O:17])[C:11](=[O:36])[CH:10]=1.[OH-].[Li+], predict the reaction product. The product is: [Br:1][C:2]1[CH:7]=[CH:6][C:5]([Cl:8])=[CH:4][C:3]=1[C:9]1[CH:14]=[CH:13][N:12]([CH:15]([CH2:29][C:30]2[CH:31]=[N:32][CH:33]=[CH:34][CH:35]=2)[C:16]([NH:18][C:19]2[CH:28]=[CH:27][C:22]([C:23]([OH:25])=[O:24])=[CH:21][CH:20]=2)=[O:17])[C:11](=[O:36])[CH:10]=1.